This data is from Reaction yield outcomes from USPTO patents with 853,638 reactions. The task is: Predict the reaction yield, written as a fraction of the theoretical maximum amount of product (1.0 means a 100% yield; for example, 0.34 means a 34% yield). (1) No catalyst specified. The yield is 0.210. The reactants are C([N:4](CC)[CH:5]([CH3:7])[CH3:6])(C)C.CC1C=C(C)C=C(C)[C:12]=1[C:13](Cl)=[O:14].[OH:22]/[N:23]=[C:24](\[NH2:38])/[C:25]1[CH:30]=[CH:29][C:28]([O:31][C:32]2[CH:37]=[CH:36][CH:35]=[CH:34][CH:33]=2)=[CH:27][CH:26]=1.C1C[O:42][CH2:41]C1. The product is [CH3:7][C:5]1[C:6]([C:41]([O:22]/[N:23]=[C:24](\[NH2:38])/[C:25]2[CH:26]=[CH:27][C:28]([O:31][C:32]3[CH:37]=[CH:36][CH:35]=[CH:34][CH:33]=3)=[CH:29][CH:30]=2)=[O:42])=[C:13]([CH3:12])[O:14][N:4]=1. (2) The reactants are [Cl:1][C:2]1[C:10]([C:11]#[N:12])=[CH:9][C:5]([C:6]([OH:8])=[O:7])=[C:4]([CH3:13])[N:3]=1.C(NC(=NC(C)C)O[C:20]([CH3:23])([CH3:22])[CH3:21])(C)C. The catalyst is C1COCC1. The product is [Cl:1][C:2]1[C:10]([C:11]#[N:12])=[CH:9][C:5]([C:6]([O:8][C:20]([CH3:23])([CH3:22])[CH3:21])=[O:7])=[C:4]([CH3:13])[N:3]=1. The yield is 0.500. (3) The reactants are Cl.[CH2:2]([N:9]1[CH2:14][CH2:13][C@@H:12]([CH3:15])[C@H:11]([NH:16]P(=O)(OCC)OCC)[CH2:10]1)[C:3]1[CH:8]=[CH:7][CH:6]=[CH:5][CH:4]=1.[CH3:25][C:26]([O:29][C:30](O[C:30]([O:29][C:26]([CH3:28])([CH3:27])[CH3:25])=[O:31])=[O:31])([CH3:28])[CH3:27].C(OCC)(=O)C. The catalyst is O1CCOCC1.C1COCC1.[OH-].[Na+]. The product is [CH2:2]([N:9]1[CH2:14][CH2:13][C@@H:12]([CH3:15])[C@H:11]([NH:16][C:30](=[O:31])[O:29][C:26]([CH3:28])([CH3:27])[CH3:25])[CH2:10]1)[C:3]1[CH:4]=[CH:5][CH:6]=[CH:7][CH:8]=1. The yield is 0.840. (4) No catalyst specified. The product is [NH2:10][CH:11]1[C:17](=[O:18])[N:16]([CH3:19])[C:15]2[CH:20]=[CH:21][CH:22]=[CH:23][C:14]=2[C:13]([C:24]2[CH:25]=[CH:26][C:27]([C:30]([NH2:31])=[O:32])=[CH:28][CH:29]=2)=[N:12]1. The yield is 0.800. The reactants are C(OC(=O)[NH:10][CH:11]1[C:17](=[O:18])[N:16]([CH3:19])[C:15]2[CH:20]=[CH:21][CH:22]=[CH:23][C:14]=2[C:13]([C:24]2[CH:29]=[CH:28][C:27]([C:30](=[O:32])[NH2:31])=[CH:26][CH:25]=2)=[N:12]1)C1C=CC=CC=1.Br.